This data is from Forward reaction prediction with 1.9M reactions from USPTO patents (1976-2016). The task is: Predict the product of the given reaction. (1) The product is: [Cl:21][C:22]1[CH:23]=[CH:24][C:25]([C:26]2[O:27][C:2]([NH:1][C:4]3[CH:9]=[CH:8][CH:7]=[C:6]([C:10]4[CH:15]=[CH:14][CH:13]=[C:12]([N:16]5[CH2:20][CH2:19][CH2:18][CH2:17]5)[N:11]=4)[CH:5]=3)=[N:29][N:28]=2)=[CH:30][CH:31]=1. Given the reactants [N:1]([C:4]1[CH:5]=[C:6]([C:10]2[CH:15]=[CH:14][CH:13]=[C:12]([N:16]3[CH2:20][CH2:19][CH2:18][CH2:17]3)[N:11]=2)[CH:7]=[CH:8][CH:9]=1)=[C:2]=S.[Cl:21][C:22]1[CH:31]=[CH:30][C:25]([C:26]([NH:28][NH2:29])=[O:27])=[CH:24][CH:23]=1, predict the reaction product. (2) Given the reactants [CH:1]1[CH:2]=[CH:3][C:4]2[NH:11][C:9](=[O:10])[CH:8]=[C:7]([CH2:12][CH:13]([NH:17][C:18]([C:20]3[CH:21]=[CH:22][C:23]([Cl:26])=[CH:24][CH:25]=3)=[O:19])[C:14]([OH:16])=[O:15])[C:5]=2[CH:6]=1.Cl.[CH:28]([N:31]([CH:35]([CH3:37])[CH3:36])[CH2:32][CH2:33]Cl)([CH3:30])[CH3:29], predict the reaction product. The product is: [Cl:26][C:23]1[CH:24]=[CH:25][C:20]([C:18]([NH:17][CH:13]([CH2:12][C:7]2[C:5]3[C:4](=[CH:3][CH:2]=[CH:1][CH:6]=3)[NH:11][C:9](=[O:10])[CH:8]=2)[C:14]([O:16][CH2:33][CH2:32][N:31]([CH:35]([CH3:37])[CH3:36])[CH:28]([CH3:30])[CH3:29])=[O:15])=[O:19])=[CH:21][CH:22]=1. (3) Given the reactants [C:1]([NH2:4])(=[O:3])[CH3:2].[C]=[O:6].[H][H].[CH3:9][S:10][CH2:11][CH2:12][CH:13]=O.[O:15]1[CH2:20]COCC1, predict the reaction product. The product is: [C:1]([NH:4][C@H:13]([C:20]([OH:15])=[O:6])[CH2:12][CH2:11][S:10][CH3:9])(=[O:3])[CH3:2].